Dataset: Full USPTO retrosynthesis dataset with 1.9M reactions from patents (1976-2016). Task: Predict the reactants needed to synthesize the given product. Given the product [Cl:8][C:9]1[N:13]([CH3:5])[C:12]2[CH:14]=[CH:15][CH:16]=[CH:17][C:11]=2[N:10]=1, predict the reactants needed to synthesize it. The reactants are: S(OC)(O[CH3:5])(=O)=O.[Cl:8][C:9]1[NH:10][C:11]2[CH:17]=[CH:16][CH:15]=[CH:14][C:12]=2[N:13]=1.[OH-].[Na+].